From a dataset of Full USPTO retrosynthesis dataset with 1.9M reactions from patents (1976-2016). Predict the reactants needed to synthesize the given product. (1) Given the product [OH:1][CH:2]1[O:6][C:5](=[O:7])[CH:4]=[CH:3]1.[CH:8]1([CH3:18])[CH2:13][CH2:12][CH:11]([CH:14]([CH3:15])[CH3:16])[CH:10]([OH:17])[CH2:9]1.[C@@H:8]1([CH3:18])[CH2:13][CH2:12][CH:11]([CH:14]([CH3:16])[CH3:15])[CH:10]([O:1][C@@H:2]2[O:6][C:5](=[O:7])[CH:4]=[CH:3]2)[CH2:9]1, predict the reactants needed to synthesize it. The reactants are: [OH:1][CH:2]1[O:6][C:5](=[O:7])[CH:4]=[CH:3]1.[CH:8]1([CH3:18])[CH2:13][CH2:12][CH:11]([CH:14]([CH3:16])[CH3:15])[CH:10]([OH:17])[CH2:9]1. (2) Given the product [Cl:12][C:13]1[N:18]=[C:17]([NH:9][C:8]2[CH:10]=[CH:11][C:5]([O:4][CH2:1][C:2]#[CH:3])=[CH:6][CH:7]=2)[C:16]([F:20])=[CH:15][N:14]=1, predict the reactants needed to synthesize it. The reactants are: [CH2:1]([O:4][C:5]1[CH:11]=[CH:10][C:8]([NH2:9])=[CH:7][CH:6]=1)[C:2]#[CH:3].[Cl:12][C:13]1[N:18]=[C:17](Cl)[C:16]([F:20])=[CH:15][N:14]=1. (3) Given the product [Br:1][C:2]1[CH:3]=[CH:4][C:5]2[S:9](=[O:10])(=[O:11])[N:8]([CH2:14][CH2:15][OH:16])[CH2:7][C:6]=2[CH:12]=1, predict the reactants needed to synthesize it. The reactants are: [Br:1][C:2]1[CH:3]=[CH:4][C:5]2[S:9](=[O:11])(=[O:10])[NH:8][CH2:7][C:6]=2[CH:12]=1.Br[CH2:14][CH2:15][OH:16].C([O-])([O-])=O.[K+].[K+]. (4) Given the product [C:15]([Si:12]([CH3:14])([CH3:13])[O:11][CH:6]1[C:7]2[C:3](=[C:2]([B:22]3[O:23][C:24]([CH3:26])([CH3:25])[C:20]([CH3:36])([CH3:19])[O:21]3)[CH:10]=[CH:9][CH:8]=2)[CH2:4][CH2:5]1)([CH3:18])([CH3:17])[CH3:16], predict the reactants needed to synthesize it. The reactants are: Br[C:2]1[CH:10]=[CH:9][CH:8]=[C:7]2[C:3]=1[CH2:4][CH2:5][CH:6]2[O:11][Si:12]([C:15]([CH3:18])([CH3:17])[CH3:16])([CH3:14])[CH3:13].[CH3:19][C:20]1([CH3:36])[C:24]([CH3:26])([CH3:25])[O:23][B:22]([B:22]2[O:23][C:24]([CH3:26])([CH3:25])[C:20]([CH3:36])([CH3:19])[O:21]2)[O:21]1.C([O-])(=O)C.[K+].N#N. (5) Given the product [Cl:17][C:18]1[N:19]=[CH:20][C:21]([C:22](=[O:23])[CH2:1][CH2:2][CH3:3])=[CH:25][CH:26]=1, predict the reactants needed to synthesize it. The reactants are: [CH2:1]([Mg]Cl)[CH2:2][CH3:3].O(CCN(C)C)CCN(C)C.[Cl:17][C:18]1[CH:26]=[CH:25][C:21]([C:22](Cl)=[O:23])=[CH:20][N:19]=1.O.